From a dataset of Full USPTO retrosynthesis dataset with 1.9M reactions from patents (1976-2016). Predict the reactants needed to synthesize the given product. (1) Given the product [O:3]1[C:7]2[CH:8]=[CH:9][CH:10]=[CH:11][C:6]=2[N:5]=[C:4]1[NH:12][C:13](=[O:25])[CH:14]([C:15]1[CH:20]=[CH:19][C:18]([S:21]([CH3:24])(=[O:22])=[O:23])=[CH:17][CH:16]=1)[CH2:29][C:28]1[CH:31]=[CH:32][CH:33]=[CH:34][C:27]=1[Cl:26], predict the reactants needed to synthesize it. The reactants are: [H-].[Na+].[O:3]1[C:7]2[CH:8]=[CH:9][CH:10]=[CH:11][C:6]=2[N:5]=[C:4]1[NH:12][C:13](=[O:25])[CH2:14][C:15]1[CH:20]=[CH:19][C:18]([S:21]([CH3:24])(=[O:23])=[O:22])=[CH:17][CH:16]=1.[Cl:26][C:27]1[CH:34]=[CH:33][CH:32]=[CH:31][C:28]=1[CH2:29]Br. (2) Given the product [Br:58][C:55]1[CH:56]=[CH:57][C:52]([NH:51][C:42](=[O:44])[CH:41]([C:31]2[CH:32]=[CH:33][C:34]([N:35]3[C:39]([CH3:40])=[N:38][N:37]=[N:36]3)=[C:29]([Cl:28])[CH:30]=2)[CH2:45][CH:46]2[CH2:47][CH2:48][CH2:49][CH2:50]2)=[N:53][CH:54]=1, predict the reactants needed to synthesize it. The reactants are: C1(P(C2C=CC=CC=2)C2C=CC=CC=2)C=CC=CC=1.BrN1C(=O)CCC1=O.[Cl:28][C:29]1[CH:30]=[C:31]([CH:41]([CH2:45][CH:46]2[CH2:50][CH2:49][CH2:48][CH2:47]2)[C:42]([OH:44])=O)[CH:32]=[CH:33][C:34]=1[N:35]1[C:39]([CH3:40])=[N:38][N:37]=[N:36]1.[NH2:51][C:52]1[CH:57]=[CH:56][C:55]([Br:58])=[CH:54][N:53]=1. (3) Given the product [C:16]([C:8]1[N:9]([S:10]([N:13]([CH3:15])[CH3:14])(=[O:12])=[O:11])[C:5]([C@@H:4]([OH:3])[C@H:30]2[C@@H:34]([CH2:35][OH:36])[O:33][C:32]([CH3:37])([CH3:38])[O:31]2)=[C:6]([CH3:29])[N:7]=1)(=[O:18])[CH3:17], predict the reactants needed to synthesize it. The reactants are: [F-].[Cs+].[OH:3][C@@H:4]([C@H:30]1[C@@H:34]([CH2:35][OH:36])[O:33][C:32]([CH3:38])([CH3:37])[O:31]1)[C:5]1[N:9]([S:10]([N:13]([CH3:15])[CH3:14])(=[O:12])=[O:11])[C:8]([C:16]([O:18][Si](C(C)C)(C(C)C)C(C)C)=[CH2:17])=[N:7][C:6]=1[CH3:29].[NH4+].[Cl-]. (4) Given the product [C:1]([O:4][C@H:5]1[CH2:10][CH2:9][C@H:8]([C:11](=[O:29])[CH2:12][N:13]2[C:22]3[C:17](=[CH:18][N+:19]([O-:38])=[CH:20][CH:21]=3)[C:16]3[CH:23]=[C:24]([F:27])[CH:25]=[CH:26][C:15]=3[C:14]2=[O:28])[CH2:7][CH2:6]1)(=[O:3])[CH3:2], predict the reactants needed to synthesize it. The reactants are: [C:1]([O:4][C@H:5]1[CH2:10][CH2:9][C@H:8]([C:11](=[O:29])[CH2:12][N:13]2[C:22]3[C:17](=[CH:18][N:19]=[CH:20][CH:21]=3)[C:16]3[CH:23]=[C:24]([F:27])[CH:25]=[CH:26][C:15]=3[C:14]2=[O:28])[CH2:7][CH2:6]1)(=[O:3])[CH3:2].ClC1C=CC=C(C(OO)=[O:38])C=1.[O-]S(S([O-])=O)=O.[Na+].[Na+].C([O-])(O)=O.[Na+]. (5) Given the product [CH3:14][O:13][CH2:12][CH2:11][S:8]([C:4]1[CH:3]=[C:2]([C:26]2[CH:25]=[CH:24][C:23]([CH2:22][CH2:21][N:17]3[CH2:18][CH2:19][CH2:20][C@H:16]3[CH3:15])=[CH:28][CH:27]=2)[CH:7]=[CH:6][CH:5]=1)(=[O:10])=[O:9], predict the reactants needed to synthesize it. The reactants are: Br[C:2]1[CH:7]=[CH:6][CH:5]=[C:4]([S:8]([CH2:11][CH2:12][O:13][CH3:14])(=[O:10])=[O:9])[CH:3]=1.[CH3:15][C@@H:16]1[CH2:20][CH2:19][CH2:18][N:17]1[CH2:21][CH2:22][C:23]1[CH:28]=[CH:27][C:26](B(O)O)=[CH:25][CH:24]=1.C(=O)([O-])[O-].[Na+].[Na+].C(O)C. (6) Given the product [F:1][C:2]1[CH:32]=[C:31]([N+:33]([O-:35])=[O:34])[CH:30]=[CH:29][C:3]=1[O:4][C:5]1[CH:10]=[CH:9][N:8]=[C:7]2[CH:11]=[C:12]([C:14]3[CH2:19][CH2:18][N:17]([C:20](=[O:28])[CH2:21][CH2:22][N:23]([CH2:24][CH2:25][O:26][CH3:27])[C:36](=[O:37])[O:38][C:39]([CH3:42])([CH3:41])[CH3:40])[CH2:16][CH:15]=3)[S:13][C:6]=12, predict the reactants needed to synthesize it. The reactants are: [F:1][C:2]1[CH:32]=[C:31]([N+:33]([O-:35])=[O:34])[CH:30]=[CH:29][C:3]=1[O:4][C:5]1[CH:10]=[CH:9][N:8]=[C:7]2[CH:11]=[C:12]([C:14]3[CH2:19][CH2:18][N:17]([C:20](=[O:28])[CH2:21][CH2:22][NH:23][CH2:24][CH2:25][O:26][CH3:27])[CH2:16][CH:15]=3)[S:13][C:6]=12.[C:36](O[C:36]([O:38][C:39]([CH3:42])([CH3:41])[CH3:40])=[O:37])([O:38][C:39]([CH3:42])([CH3:41])[CH3:40])=[O:37].